Dataset: Experimentally validated miRNA-target interactions with 360,000+ pairs, plus equal number of negative samples. Task: Binary Classification. Given a miRNA mature sequence and a target amino acid sequence, predict their likelihood of interaction. (1) The miRNA is hsa-miR-4706 with sequence AGCGGGGAGGAAGUGGGCGCUGCUU. The protein sequence of the target gene is MGCTVSAEDKAAAERSKMIDKNLREDGEKAAREVKLLLLGAGESGKSTIVKQMKIIHEDGYSEEECRQYRAVVYSNTIQSIMAIVKAMGNLQIDFADPSRADDARQLFALSCTAEEQGVLPDDLSGVIRRLWADHGVQACFGRSREYQLNDSAAYYLNDLERIAQSDYIPTQQDVLRTRVKTTGIVETHFTFKDLHFKMFDVGGQRSERKKWIHCFEGVTAIIFCVALSAYDLVLAEDEEMNRMHESMKLFDSICNNKWFTDTSIILFLNKKDLFEEKITHSPLTICFPEYTGANKYDEA.... Result: 1 (interaction). (2) The miRNA is hsa-miR-193b-3p with sequence AACUGGCCCUCAAAGUCCCGCU. The protein sequence of the target gene is MESESESGAAADTPPLETLSFHGDEEIIEVVELDPGPPDPDDLAQEMEDVDFEEEEEEEGNEEGWVLEPQEGVVGSMEGPDDSEVTFALHSASVFCVSLDPKTNTLAVTGGEDDKAFVWRLSDGELLFECAGHKDSVTCAGFSHDSTLVATGDMSGLLKVWQVDTKEEVWSFEAGDLEWMEWHPRAPVLLAGTADGNTWMWKVPNGDCKTFQGPNCPATCGRVLPDGKRAVVGYEDGTIRIWDLKQGSPIHVLKGTEGHQGPLTCVAANQDGSLILTGSVDCQAKLVSATTGKVVGVFRP.... Result: 1 (interaction). (3) The protein sequence of the target gene is MSGSSARSSHLSQPVVKSVLVYRNGDPFYAGRRVVIHEKKVSSFEVFLKEVTGGVQAPFGAVRNIYTPRTGHRIRKLDQIQSGGNYVAGGQEAFKKLNYLDIGEIKKRPMEVVNTEVKPVIHSRINVSARFRKPLQEPCTIFLIANGDLINPASRLLIPRKTLNQWDHVLQMVTEKITLRSGAVHRLYTLEGKLVESGAELENGQFYVAVGRDKFKKLPYSELLFDKSTMRRPFGQKASSLPPIVGSRKSKGSGNDRHSKSTVGSSDNSSPQPLKRKGKKEDVNSEKLTKLKQNVKLKNS.... The miRNA is hsa-miR-7106-3p with sequence AGCUCCCUGAAUCCCUGUCCCAG. Result: 1 (interaction). (4) The miRNA is mmu-miR-200b-3p with sequence UAAUACUGCCUGGUAAUGAUGA. The protein sequence of the target gene is MVRGAGPGPSLSALSHPTGASGMAAAEGPGYLVSPQAEKHRRARNWTDAEMRGLMLVWEEFFDELKQTKRNAKVYEKMASKLFEMTGERRLGEEIKIKITNMTFQYRKLKCMTDSESAPPDWPYYLAIDGILAKVPESCDGKLPDSQPPGPSTSQTEASLSPPAKSTPLYFPYNQCSYEGRFEDDRSDSSSSLLSLKFRSEERPVKKRKVQSCHLQKKQLRLLEAMVEEQRRLSRAVEETCREVRRVLDQQHILQVQSLQLQERMMSLLERIITKSSV. Result: 0 (no interaction). (5) The protein sequence of the target gene is MKGFKLSCTASNSNRSTPACSPILRKRSRSPTPQNQDGDTMVEKGSDHSSDKSPSTPEQGVQRSCSSQSGRSGGKNSKKSQSWYNVLSPTYKQRNEDFRKLFKQLPDTERLIVDYSCALQRDILLQGRLYLSENWICFYSNIFRWETLLTVRLKDICSMTKEKTARLIPNAIQVCTDSEKHFFTSFGARDRTYMMMFRLWQNALLEKPLCPKELWHFVHQCYGNELGLTSDDEDYVPPDDDFNTMGYCEEIPVEENEVNDSSSKSSIETKPDASPQLPKKSITNSTLTSTGSSEAPVSFD.... The miRNA is hsa-miR-2861 with sequence GGGGCCUGGCGGUGGGCGG. Result: 1 (interaction). (6) The miRNA is hsa-miR-5191 with sequence AGGAUAGGAAGAAUGAAGUGCU. The protein sequence of the target gene is MGCIQSITCKARIRRENIVVYDVCATIDQCPTRIEETSPIVLRYKTPYFKASARVVMPPIPRHETWVVGWIQACNQMEFFNTYSDLGMSSWELPDLREGRVKAISDSDGVSYPWYGNTTETVTLVGPTNKISRFSVSMNDNFYPSVTWAVPVSDSNVPLLTRIKRDQSFTTWLVAMNTTTKEKIILQTIKWRMRVDIEVDPLQLLGQRARLVGRTQQEQPRILSRMEPIPPNALVKPNANDAQVLMWRPKRGPPLVVIPPK. Result: 0 (no interaction). (7) The miRNA is hsa-miR-4703-3p with sequence UGUAGUUGUAUUGUAUUGCCAC. The protein sequence of the target gene is MGKSASKQFNNEVLKAHNEYRAQHGVPPLKLCKKLNREAQQYSEALASTRILKHSPESSRGQCGENLAWASYDQTGKDVADRWYSEIKSYNFQQPGFTSGTGHFTAMVWKNTKKIGVGKASASDGSSFVVARYFPAGNIVNQGFFEENVPPPKK. Result: 0 (no interaction).